Dataset: Peptide-MHC class I binding affinity with 185,985 pairs from IEDB/IMGT. Task: Regression. Given a peptide amino acid sequence and an MHC pseudo amino acid sequence, predict their binding affinity value. This is MHC class I binding data. (1) The peptide sequence is KAVYNFATCG. The MHC is H-2-Db with pseudo-sequence H-2-Db. The binding affinity (normalized) is 0.177. (2) The peptide sequence is AEILPDTTY. The MHC is HLA-B18:01 with pseudo-sequence HLA-B18:01. The binding affinity (normalized) is 0.329.